This data is from Experimentally validated miRNA-target interactions with 360,000+ pairs, plus equal number of negative samples. The task is: Binary Classification. Given a miRNA mature sequence and a target amino acid sequence, predict their likelihood of interaction. (1) The miRNA is hsa-miR-4701-3p with sequence AUGGGUGAUGGGUGUGGUGU. The protein sequence of the target gene is MPALRPLLPLLLLLRLTSGAGLLPGLGSHPGVCPNQLSPNLWVDAQSTCERECSRDQDCAAAEKCCINVCGLHSCVAARFPGSPAAPTTAASCEGFVCPQQGSDCDIWDGQPVCRCRDRCEKEPSFTCASDGLTYYNRCYMDAEACLRGLHLHIVPCKHVLSWPPSSPGPPETTARPTPGAAPVPPALYSSPSPQAVQVGGTASLHCDVSGRPPPAVTWEKQSHQRENLIMRPDQMYGNVVVTSIGQLVLYNARPEDAGLYTCTARNAAGLLRADFPLSVVQREPARDAAPSIPAPAECL.... Result: 0 (no interaction). (2) Result: 0 (no interaction). The miRNA is hsa-miR-501-5p with sequence AAUCCUUUGUCCCUGGGUGAGA. The protein sequence of the target gene is MERSEPLAVLSCEEASCSSWGACGASKNLPTMTTESLEIDDGLYSRQRYVLGDTAMQKMAKSCVFLSGMGGLGVEIAKNLVLAGIKALTIHDTKKCQAWDLGTNFFLCEDDVVNERNRAEAVLHRIAELNPYVQVSSSSAPLDETTDLSFLEKYQCVVLTEIKLTLQKKINNFCHSHCPPIKFISADVHGIWSRLFCDFGDEFEVSDTTGEEPKEIFISNITQANPGIVTCLESHPHKLETGQFLTFREIHGMTGLNGSVQQITVISPFSFSIGDTTKLDPYLHGGIAVQVKTPKTFCFE.... (3) The miRNA is hsa-miR-4728-5p with sequence UGGGAGGGGAGAGGCAGCAAGCA. The protein sequence of the target gene is MSSKQEIMSDQRFRRVAKDPRFWEMPEKDRKVKIDKRFRAMFHDKKFKLNYAVDKRGRPISHSTTEDLKRFYDLSDSDSNLSGEDSKALSQKKIKKKKTQTKKEIDSKNLVEKKKETKKANHKGSENKTDLDNSIGIKKMKTSCKFKIDSNISPKKDSKEFTQKNKKEKKNIVQHTTDSSLEEKQRTLDSGTSEIVKSPRIECSKTRREMQSVVQLIMTRDSDGYENSTDGEMCDKDALEEDSESVSEIGSDEESENEITSVGRASGDDDGSEDDEEEDEDEEEDEDEDSEDDDKSDSGP.... Result: 1 (interaction). (4) The protein sequence of the target gene is MEPAEDSLGATIQPPELVRVPRGRSLRILLGLRGALSPDVRREAAALVALAGPVFLAQLMIFLISIVSSIFCGHLGKVELDAVTLAVSVVNVTGISVGTGLASACDTLMSQSFGGKNLKRVGVILQRGILILLLCCFPCWAIFLNTERLLLLLRQDPDVARLAQVYVMICIPALPAAFLFQLQTRYLQSQGIIMPQVIVGIAANVVNVGMNAFLLYALDLGVVGSAWANTTSQFFLSALLFLYVWWKRIHIHTWGGWTRECFQEWSSYTRLAIPSMFMVCIEWWTFEIGTFLAGLVNVTE.... Result: 0 (no interaction). The miRNA is hsa-miR-4766-3p with sequence AUAGCAAUUGCUCUUUUGGAA. (5) The miRNA is hsa-miR-6507-5p with sequence GAAGAAUAGGAGGGACUUUGU. The protein sequence of the target gene is MAARGSGPRALRLLLLVQLVAGRCGLAGAAGGAQRGLSEPSSIAKHEDSLLKDLFQDYERWVRPVEHLNDKIKIKFGLAISQLVDVDEKNQLMTTNVWLKQEWIDVKLRWNPDDYGGIKVIRVPSDSVWTPDIVLFDNADGRFEGTSTKTVIRYNGTVTWTPPANYKSSCTIDVTFFPFDLQNCSMKFGSWTYDGSQVDIILEDQDVDKRDFFDNGEWEIVSATGSKGNRTDSCCWYPYVTYSFVIKRLPLFYTLFLIIPCIGLSFLTVLVFYLPSNEGEKICLCTSVLVSLTVFLLVIE.... Result: 0 (no interaction). (6) The miRNA is hsa-miR-101-3p with sequence UACAGUACUGUGAUAACUGAA. The protein sequence of the target gene is MLVGQGAGPLGPAVVTAAVVLLLSGVGPAHGSEDIVVGCGGFVKSDVEINYSLIEIKLYTKHGTLKYQTDCAPNNGYFMIPLYDKGDFILKIEPPLGWSFEPTTVELHVDGVSDICTKGGDINFVFTGFSVNGKVLSKGQPLGPAGVQVSLRNTGTEAKIQSTVTQPGGKFAFFKVLPGDYEILATHPTWALKEASTTVRVTNSNANAASPLIVAGYNVSGSVRSDGEPMKGVKFLLFSSLVTKEDVLGCNVSPVPGFQPQDESLVYLCYTVSREDGSFSFYSLPSGGYTVIPFYRGERI.... Result: 0 (no interaction). (7) The miRNA is mmu-miR-26b-5p with sequence UUCAAGUAAUUCAGGAUAGGU. The protein sequence of the target gene is MLAYCVQDATVVDVEKRRSPSKHYVYIINVTWSDSTSQTIYRRYSKFFDLQMQLLDKFPIEGGQKDPKQRIIPFLPGKILFRRSHIRDVAVKRLKPIDEYCRALVRLPPHISQCDEVFRFFEARPEDVNPPKEDYGSSKRKSVWLSSWAESPKKDVTGADTNAEPMILEQYVVVSNYKKQENSELSLQAGEVVDVIEKNESGWWFVSTSEEQGWVPATYLEAQNGTRDDSDINTSKTGEVSKRRKAHLRRLDRRWTLGGMVNRQHSREEKYVTVQPYTSQSKDEIGFEKGVTVEVIRKNL.... Result: 0 (no interaction). (8) The miRNA is hsa-miR-5571-3p with sequence GUCCUAGGAGGCUCCUCUG. The protein sequence of the target gene is MLDASGCSWAMWTWALLQLLLLVGPGGCLNRQELFPFGPGQGDLELEAGDDVVSPSLELIGELSFYDRTDITSVYVTTNGIIAMSEPPATEYHPGTFPPSFGSVAPFLADLDTTDGLGNVYYREDLSPFIIQMAAEYVQRGFPEVSFQPTSVVVVTWESVAPYGGPSSSPAEEGKRNTFQAVLASSNSSSYAIFLYPEDGLQFFTTFSKKDESQVPAVVGFSKGLVGFLWKSNGAYNIFANDRESIENLAKSSNAGHQGVWVFEIGSPATAKGVVSADVNLDLDDDGADYEDEDYDLVTS.... Result: 0 (no interaction).